Dataset: Retrosynthesis with 50K atom-mapped reactions and 10 reaction types from USPTO. Task: Predict the reactants needed to synthesize the given product. (1) The reactants are: CC(C)(C)OC(=O)NC1(c2ccc(-c3nc4c(cc3-c3ccccc3)-n3c(nnc3-c3ccncc3)CO4)cc2)CCC1. Given the product NC1(c2ccc(-c3nc4c(cc3-c3ccccc3)-n3c(nnc3-c3ccncc3)CO4)cc2)CCC1, predict the reactants needed to synthesize it. (2) The reactants are: CC[C@]1(C(=O)N2C[C@@H]3C[C@H]2CN3C(=O)OC(C)(C)C)CC[C@@H](N)C1.COC1COCCC1=O. Given the product CC[C@]1(C(=O)N2C[C@@H]3C[C@H]2CN3C(=O)OC(C)(C)C)CC[C@@H](N[C@H]2CCOC[C@H]2OC)C1, predict the reactants needed to synthesize it. (3) Given the product Cc1sc(C2CCCN2C(=O)CCl)cc1C(=O)Nc1ncc(F)s1, predict the reactants needed to synthesize it. The reactants are: Cc1sc(C2CCCN2)cc1C(=O)Nc1ncc(F)s1.O=C(Cl)CCl. (4) The reactants are: COC(=O)C1=NNC(=O)CC1.FC(F)(F)CCCBr. Given the product COC(=O)C1=NN(CCCC(F)(F)F)C(=O)CC1, predict the reactants needed to synthesize it.